From a dataset of Full USPTO retrosynthesis dataset with 1.9M reactions from patents (1976-2016). Predict the reactants needed to synthesize the given product. (1) Given the product [Cl:29][CH2:30][C:31]1[CH:39]=[CH:38][C:34]([C:35]([NH:1][C:2]2[CH:3]=[CH:4][C:5]([CH3:21])=[C:6]([NH:8][C:9]3[N:14]=[C:13]([C:15]4[CH:16]=[N:17][CH:18]=[CH:19][CH:20]=4)[CH:12]=[CH:11][N:10]=3)[CH:7]=2)=[O:36])=[CH:33][CH:32]=1, predict the reactants needed to synthesize it. The reactants are: [NH2:1][C:2]1[CH:3]=[CH:4][C:5]([CH3:21])=[C:6]([NH:8][C:9]2[N:14]=[C:13]([C:15]3[CH:16]=[N:17][CH:18]=[CH:19][CH:20]=3)[CH:12]=[CH:11][N:10]=2)[CH:7]=1.C(N(CC)CC)C.[Cl:29][CH2:30][C:31]1[CH:39]=[CH:38][C:34]([C:35](Cl)=[O:36])=[CH:33][CH:32]=1. (2) Given the product [NH2:19][C:17]1[S:29][C:7]([C:9]2[CH:14]=[CH:13][C:12]([O:15][CH3:16])=[CH:11][CH:10]=2)=[N:6][C:5]=1[C:4]([O:3][CH2:1][CH3:2])=[O:8], predict the reactants needed to synthesize it. The reactants are: [CH2:1]([O:3][C:4]1[O:8][C:7]([C:9]2[CH:14]=[CH:13][C:12]([O:15][CH3:16])=[CH:11][CH:10]=2)=[N:6][C:5]=1[C:17]([NH2:19])=O)[CH3:2].COC1C=CC(P2(SP(C3C=CC(OC)=CC=3)(=S)S2)=[S:29])=CC=1. (3) Given the product [C:12]([O:11][NH:16][C:17]1[CH:25]=[CH:24][C:20]([C:21]([OH:23])=[O:22])=[CH:19][C:18]=1[CH3:26])([CH3:13])([CH3:14])[CH3:15], predict the reactants needed to synthesize it. The reactants are: C(OC([O:11][C:12]([CH3:15])([CH3:14])[CH3:13])=O)([O:11][C:12]([CH3:15])([CH3:14])[CH3:13])=O.[NH2:16][C:17]1[CH:25]=[CH:24][C:20]([C:21]([OH:23])=[O:22])=[CH:19][C:18]=1[CH3:26].[OH-].[Na+]. (4) Given the product [CH3:1][N:2]([C:3]1[CH:8]=[CH:7][CH:6]=[CH:5][CH:4]=1)[S:9]([NH2:10])(=[O:12])=[O:11], predict the reactants needed to synthesize it. The reactants are: [CH3:1][NH:2][C:3]1[CH:8]=[CH:7][CH:6]=[CH:5][CH:4]=1.[S:9](Cl)(=[O:12])(=[O:11])[NH2:10].O.